From a dataset of Full USPTO retrosynthesis dataset with 1.9M reactions from patents (1976-2016). Predict the reactants needed to synthesize the given product. (1) Given the product [CH3:1][O:2][C:3]1[C:12]([C:13]([NH:15][NH2:16])=[O:14])=[CH:11][C:10]2[C:5](=[CH:6][CH:7]=[CH:8][CH:9]=2)[N:4]=1, predict the reactants needed to synthesize it. The reactants are: [CH3:1][O:2][C:3]1[C:12]([C:13]([NH:15][NH:16]C(OC(C)(C)C)=O)=[O:14])=[CH:11][C:10]2[C:5](=[CH:6][CH:7]=[CH:8][CH:9]=2)[N:4]=1.C(O)(=O)C. (2) Given the product [Cl:8][C:9]1[CH:18]=[C:17]2[C:12]([C:13]([NH:19][C:20]3[CH:21]=[CH:22][C:23]([F:44])=[C:24]([C@:26]4([CH3:43])[CH2:34][C:30]5([CH2:31][CH2:32][CH2:33]5)[O:29][C:28]([NH2:35])=[N:27]4)[CH:25]=3)=[N:14][CH:15]=[N:16]2)=[CH:11][CH:10]=1, predict the reactants needed to synthesize it. The reactants are: FC(F)(F)C(O)=O.[Cl:8][C:9]1[CH:18]=[C:17]2[C:12]([C:13]([NH:19][C:20]3[CH:21]=[CH:22][C:23]([F:44])=[C:24]([C@:26]4([CH3:43])[CH2:34][C:30]5([CH2:33][CH2:32][CH2:31]5)[O:29][C:28]([NH:35]C(=O)OC(C)(C)C)=[N:27]4)[CH:25]=3)=[N:14][CH:15]=[N:16]2)=[CH:11][CH:10]=1. (3) The reactants are: [Cl:1][C:2]1[CH:7]=[CH:6][C:5]([C:8]2[CH:13]=[C:12]([C:14]([F:17])([F:16])[F:15])[N:11]3[N:18]=[CH:19][C:20]([C:21]([OH:23])=O)=[C:10]3[N:9]=2)=[CH:4][CH:3]=1.[NH2:24][C:25]1[CH:26]=[C:27]([S:31]([NH:34][CH:35]2[CH2:37][CH2:36]2)(=[O:33])=[O:32])[CH:28]=[CH:29][CH:30]=1. Given the product [CH:35]1([NH:34][S:31]([C:27]2[CH:26]=[C:25]([NH:24][C:21]([C:20]3[CH:19]=[N:18][N:11]4[C:12]([C:14]([F:17])([F:16])[F:15])=[CH:13][C:8]([C:5]5[CH:4]=[CH:3][C:2]([Cl:1])=[CH:7][CH:6]=5)=[N:9][C:10]=34)=[O:23])[CH:30]=[CH:29][CH:28]=2)(=[O:33])=[O:32])[CH2:37][CH2:36]1, predict the reactants needed to synthesize it. (4) Given the product [CH3:14][O:13][C:3]1[CH:4]=[C:5]([CH2:8][C:9]([O:11][CH3:12])=[O:10])[CH:6]=[CH:7][C:2]=1[O:1][CH2:25][O:26][CH3:27], predict the reactants needed to synthesize it. The reactants are: [OH:1][C:2]1[CH:7]=[CH:6][C:5]([CH2:8][C:9]([O:11][CH3:12])=[O:10])=[CH:4][C:3]=1[O:13][CH3:14].C(N(C(C)C)CC)(C)C.Cl[CH2:25][O:26][CH3:27]. (5) Given the product [CH3:11][CH:12]1[CH2:13][N:14]([C:19]([O:21][CH2:22][C:23]2[CH:28]=[CH:27][CH:26]=[CH:25][CH:24]=2)=[O:20])[CH2:15][CH:16]=[C:17]1[O:18][S:31]([C:30]([F:49])([F:48])[F:29])(=[O:33])=[O:32], predict the reactants needed to synthesize it. The reactants are: [Li+].C[Si]([N-][Si](C)(C)C)(C)C.[CH3:11][CH:12]1[C:17](=[O:18])[CH2:16][CH2:15][N:14]([C:19]([O:21][CH2:22][C:23]2[CH:28]=[CH:27][CH:26]=[CH:25][CH:24]=2)=[O:20])[CH2:13]1.[F:29][C:30]([F:49])([F:48])[S:31](N(C1C=CC=CC=1)[S:31]([C:30]([F:49])([F:48])[F:29])(=[O:33])=[O:32])(=[O:33])=[O:32]. (6) Given the product [CH3:7][N:4]1[CH2:5][CH2:6][N:2]([CH3:1])[C:3]1=[N:8][C:9]1[CH:18]=[CH:17][CH:16]=[C:15]2[C:10]=1[CH2:11][CH2:12][N:13]([C:20]1[NH:21][C:22]3[C:27]([C:28](=[O:30])[N:29]=1)=[C:26]([CH3:31])[C:25]([O:32][CH3:33])=[C:24]([O:34][CH3:35])[CH:23]=3)[CH2:14]2, predict the reactants needed to synthesize it. The reactants are: [CH3:1][N:2]1[CH2:6][CH2:5][N:4]([CH3:7])[C:3]1=[N:8][C:9]1[CH:18]=[CH:17][CH:16]=[C:15]2[C:10]=1[CH2:11][CH2:12][NH:13][CH2:14]2.Cl[C:20]1[NH:21][C:22]2[C:27]([C:28](=[O:30])[N:29]=1)=[C:26]([CH3:31])[C:25]([O:32][CH3:33])=[C:24]([O:34][CH3:35])[CH:23]=2.